Task: Predict which catalyst facilitates the given reaction.. Dataset: Catalyst prediction with 721,799 reactions and 888 catalyst types from USPTO (1) Reactant: C([S@@]([NH:7][C@@H:8]([C:17]1[CH:22]=[CH:21][CH:20]=[CH:19][CH:18]=1)[C:9]([F:16])([F:15])[C:10]([O:12][CH2:13][CH3:14])=[O:11])=O)(C)(C)C.O=S(Cl)Cl. Product: [NH2:7][C@@H:8]([C:17]1[CH:22]=[CH:21][CH:20]=[CH:19][CH:18]=1)[C:9]([F:15])([F:16])[C:10]([O:12][CH2:13][CH3:14])=[O:11]. The catalyst class is: 14. (2) Reactant: FC(F)(F)C(O)=O.[N:8]1[N:12]2[CH:13]=[C:14]3[CH2:20][CH2:19][NH:18][CH2:17][C:15]3=[N:16][C:11]2=[CH:10][CH:9]=1.[Na+].[I-].C([O-])([O-])=O.[K+].[K+].Cl[CH2:30][C:31]([N:33]1[CH2:38][CH2:37][N:36]([CH:39]2[CH2:42][CH2:41][CH2:40]2)[CH2:35][CH2:34]1)=[O:32]. Product: [CH:39]1([N:36]2[CH2:37][CH2:38][N:33]([C:31](=[O:32])[CH2:30][N:18]3[CH2:19][CH2:20][C:14]4[C:15](=[N:16][C:11]5[N:12]([N:8]=[CH:9][CH:10]=5)[CH:13]=4)[CH2:17]3)[CH2:34][CH2:35]2)[CH2:42][CH2:41][CH2:40]1. The catalyst class is: 291. (3) Reactant: [C:1]([O:4][C:5]1[CH:6]=[C:7]2[C:12](=[CH:13][C:14]=1[O:15][CH3:16])[N:11]=[C:10]([C:17]1[CH:22]=[CH:21][CH:20]=[C:19]([N+:23]([O-])=O)[CH:18]=1)[N:9]=[C:8]2[NH:26][C:27]1[CH:28]=[C:29]2[C:33](=[CH:34][CH:35]=1)[N:32]([C:36]([O:38][C:39]([CH3:42])([CH3:41])[CH3:40])=[O:37])[N:31]=[CH:30]2)(=[O:3])[CH3:2]. Product: [C:1]([O:4][C:5]1[CH:6]=[C:7]2[C:12](=[CH:13][C:14]=1[O:15][CH3:16])[N:11]=[C:10]([C:17]1[CH:22]=[CH:21][CH:20]=[C:19]([NH2:23])[CH:18]=1)[N:9]=[C:8]2[NH:26][C:27]1[CH:28]=[C:29]2[C:33](=[CH:34][CH:35]=1)[N:32]([C:36]([O:38][C:39]([CH3:42])([CH3:41])[CH3:40])=[O:37])[N:31]=[CH:30]2)(=[O:3])[CH3:2].[C:1]([O:4][C:5]1[CH:6]=[C:7]2[C:12](=[CH:13][C:14]=1[O:15][CH3:16])[N:11]=[C:10]([C:17]1[CH:22]=[CH:21][CH:20]=[C:19]([NH2:23])[CH:18]=1)[N:9]=[C:8]2[NH:26][C:30]1[C:29]2[C:33](=[CH:34][CH:35]=[CH:27][CH:28]=2)[N:32]([C:36]([O-:38])=[O:37])[N:31]=1)(=[O:3])[CH3:2]. The catalyst class is: 19. (4) Reactant: [CH3:1][O:2][C:3]1[CH:4]=[C:5]([CH:25]=[CH:26][CH:27]=1)[O:6][C:7]1[CH:12]=[CH:11][C:10]([C:13]2[C:18]3=[N:19][S:20](=[O:24])(=[O:23])[CH2:21][CH2:22][N:17]3[CH:16]=[CH:15][CH:14]=2)=[CH:9][CH:8]=1. Product: [CH3:1][O:2][C:3]1[CH:4]=[C:5]([CH:25]=[CH:26][CH:27]=1)[O:6][C:7]1[CH:8]=[CH:9][C:10]([CH:13]2[C:18]3=[N:19][S:20](=[O:23])(=[O:24])[CH2:21][CH2:22][N:17]3[CH2:16][CH2:15][CH2:14]2)=[CH:11][CH:12]=1. The catalyst class is: 609. (5) Reactant: [CH3:1][C:2]1[N:3]=[CH:4][NH:5][CH:6]=1.C(=O)([O-])[O-].[K+].[K+].Cl[C:14]1[C:19]([O:20][CH3:21])=[CH:18][C:17]([N+:22]([O-:24])=[O:23])=[CH:16][N:15]=1.O. Product: [CH3:21][O:20][C:19]1[C:14]([N:5]2[CH:6]=[C:2]([CH3:1])[N:3]=[CH:4]2)=[N:15][CH:16]=[C:17]([N+:22]([O-:24])=[O:23])[CH:18]=1. The catalyst class is: 16.